From a dataset of Reaction yield outcomes from USPTO patents with 853,638 reactions. Predict the reaction yield, written as a fraction of the theoretical maximum amount of product (1.0 means a 100% yield; for example, 0.34 means a 34% yield). The reactants are [CH2:1]([O:3][C:4]1[CH:9]=[CH:8][CH:7]=[CH:6][C:5]=1[F:10])[CH3:2].C([Li])CCC.CN(C)CCN(C)CCN(C)C.[C:28](=[O:30])=[O:29]. The catalyst is C1COCC1.Cl. The product is [CH2:1]([O:3][C:4]1[C:5]([F:10])=[C:6]([CH:7]=[CH:8][CH:9]=1)[C:28]([OH:30])=[O:29])[CH3:2]. The yield is 0.650.